From a dataset of Catalyst prediction with 721,799 reactions and 888 catalyst types from USPTO. Predict which catalyst facilitates the given reaction. (1) Reactant: [C:1]([NH:4][C@H:5]([C:9]1[CH2:14][CH:13]=[CH:12][CH2:11][CH:10]=1)[C:6]([OH:8])=[O:7])(=[O:3])[CH3:2]. Product: [C:1]([NH:4][C@H:5]([CH:9]1[CH2:14][CH2:13][CH2:12][CH2:11][CH2:10]1)[C:6]([OH:8])=[O:7])(=[O:3])[CH3:2]. The catalyst class is: 663. (2) Reactant: C([O:8][C:9]1[CH:10]=[C:11]([CH:16]=[C:17]([O:19][C:20]2[CH:25]=[CH:24][C:23]([C:26]3[O:27][C:28]([CH3:31])=[N:29][N:30]=3)=[CH:22][CH:21]=2)[CH:18]=1)[C:12]([O:14][CH3:15])=[O:13])C1C=CC=CC=1.[H][H]. Product: [OH:8][C:9]1[CH:10]=[C:11]([CH:16]=[C:17]([O:19][C:20]2[CH:21]=[CH:22][C:23]([C:26]3[O:27][C:28]([CH3:31])=[N:29][N:30]=3)=[CH:24][CH:25]=2)[CH:18]=1)[C:12]([O:14][CH3:15])=[O:13]. The catalyst class is: 285. (3) Reactant: Cl.[Cl:2][C:3]#[C:4][C:5]1[CH:10]=[C:9]([CH3:11])[C:8]([C:12]2[C:13](=[O:26])[CH:14]([CH2:19][C:20]3[CH:25]=[CH:24][CH:23]=[CH:22][N:21]=3)[CH2:15][C:16]=2[O:17]C)=[C:7]([CH3:27])[CH:6]=1. Product: [Cl:2][C:3]#[C:4][C:5]1[CH:10]=[C:9]([CH3:11])[C:8]([CH:12]2[C:13](=[O:26])[CH:14]([CH2:19][C:20]3[CH:25]=[CH:24][CH:23]=[CH:22][N:21]=3)[CH2:15][C:16]2=[O:17])=[C:7]([CH3:27])[CH:6]=1. The catalyst class is: 21. (4) The catalyst class is: 3. Reactant: [F:1][C:2]([F:29])([F:28])[C:3]1[CH:27]=[CH:26][C:6]([CH2:7][O:8][N:9]=[C:10]([C:12]2[O:16][C:15]([N:17]([CH2:22][C:23]([OH:25])=O)[CH2:18][C:19]([OH:21])=O)=[N:14][CH:13]=2)[CH3:11])=[CH:5][CH:4]=1.[O:30]1[CH2:35][CH2:34][CH:33]([CH2:36][NH2:37])[CH2:32][CH2:31]1.C1C=CC2N(O)N=NC=2C=1.CCN=C=N[CH2:53][CH2:54][CH2:55][N:56](C)C.Cl.C(N1C[CH2:66][O:65][CH2:64][CH2:63]1)C. Product: [F:29][C:2]([F:1])([F:28])[C:3]1[CH:27]=[CH:26][C:6]([CH2:7][O:8][N:9]=[C:10]([C:12]2[O:16][C:15]([N:17]([CH2:22][C:23]([NH:56][CH2:55][CH:54]3[CH2:53][CH2:66][O:65][CH2:64][CH2:63]3)=[O:25])[CH2:18][C:19]([NH:37][CH2:36][CH:33]3[CH2:34][CH2:35][O:30][CH2:31][CH2:32]3)=[O:21])=[N:14][CH:13]=2)[CH3:11])=[CH:5][CH:4]=1.